This data is from NCI-60 drug combinations with 297,098 pairs across 59 cell lines. The task is: Regression. Given two drug SMILES strings and cell line genomic features, predict the synergy score measuring deviation from expected non-interaction effect. (1) Drug 1: CCC1=CC2CC(C3=C(CN(C2)C1)C4=CC=CC=C4N3)(C5=C(C=C6C(=C5)C78CCN9C7C(C=CC9)(C(C(C8N6C)(C(=O)OC)O)OC(=O)C)CC)OC)C(=O)OC.C(C(C(=O)O)O)(C(=O)O)O. Drug 2: C1CC(C1)(C(=O)O)C(=O)O.[NH2-].[NH2-].[Pt+2]. Cell line: K-562. Synergy scores: CSS=70.8, Synergy_ZIP=-6.23, Synergy_Bliss=-2.88, Synergy_Loewe=-6.73, Synergy_HSA=0.0152. (2) Drug 1: CC(C1=C(C=CC(=C1Cl)F)Cl)OC2=C(N=CC(=C2)C3=CN(N=C3)C4CCNCC4)N. Drug 2: C1=CC=C(C=C1)NC(=O)CCCCCCC(=O)NO. Cell line: 786-0. Synergy scores: CSS=6.03, Synergy_ZIP=0.513, Synergy_Bliss=3.24, Synergy_Loewe=1.68, Synergy_HSA=3.45. (3) Drug 1: C1C(C(OC1N2C=C(C(=O)NC2=O)F)CO)O. Drug 2: CC1=C2C(C(=O)C3(C(CC4C(C3C(C(C2(C)C)(CC1OC(=O)C(C(C5=CC=CC=C5)NC(=O)OC(C)(C)C)O)O)OC(=O)C6=CC=CC=C6)(CO4)OC(=O)C)O)C)O. Cell line: PC-3. Synergy scores: CSS=11.7, Synergy_ZIP=-1.99, Synergy_Bliss=2.18, Synergy_Loewe=-2.56, Synergy_HSA=-2.73. (4) Drug 1: CCC1=CC2CC(C3=C(CN(C2)C1)C4=CC=CC=C4N3)(C5=C(C=C6C(=C5)C78CCN9C7C(C=CC9)(C(C(C8N6C)(C(=O)OC)O)OC(=O)C)CC)OC)C(=O)OC.C(C(C(=O)O)O)(C(=O)O)O. Drug 2: C1=CC(=CC=C1CCCC(=O)O)N(CCCl)CCCl. Cell line: U251. Synergy scores: CSS=43.0, Synergy_ZIP=-4.56, Synergy_Bliss=-6.16, Synergy_Loewe=-5.07, Synergy_HSA=-2.82. (5) Drug 1: C1=NC(=NC(=O)N1C2C(C(C(O2)CO)O)O)N. Drug 2: CN(CCCl)CCCl.Cl. Cell line: A498. Synergy scores: CSS=37.8, Synergy_ZIP=-9.95, Synergy_Bliss=0.0319, Synergy_Loewe=-4.04, Synergy_HSA=2.96. (6) Cell line: UACC-257. Synergy scores: CSS=54.2, Synergy_ZIP=-0.852, Synergy_Bliss=-0.119, Synergy_Loewe=-12.1, Synergy_HSA=-0.860. Drug 2: C1CCC(C(C1)N)N.C(=O)(C(=O)[O-])[O-].[Pt+4]. Drug 1: CC1C(C(CC(O1)OC2CC(OC(C2O)C)OC3=CC4=CC5=C(C(=O)C(C(C5)C(C(=O)C(C(C)O)O)OC)OC6CC(C(C(O6)C)O)OC7CC(C(C(O7)C)O)OC8CC(C(C(O8)C)O)(C)O)C(=C4C(=C3C)O)O)O)O.